From a dataset of Full USPTO retrosynthesis dataset with 1.9M reactions from patents (1976-2016). Predict the reactants needed to synthesize the given product. (1) Given the product [F:1][C:2]1[CH:3]=[CH:4][C:5]([OH:29])=[C:6]([C:8]([CH3:28])([CH3:27])[CH2:9][C:10]([C:23]([F:26])([F:25])[F:24])([OH:22])[CH2:11][NH:12][C:13]2[CH:21]=[CH:20][CH:19]=[C:18]3[C:14]=2[CH:15]=[N:16][N:17]3[C:36]2[CH:35]=[CH:34][N:33]=[C:32]([F:31])[CH:37]=2)[CH:7]=1, predict the reactants needed to synthesize it. The reactants are: [F:1][C:2]1[CH:3]=[CH:4][C:5]([O:29]O)=[C:6]([C:8]([CH3:28])([CH3:27])[CH2:9][C:10]([C:23]([F:26])([F:25])[F:24])([OH:22])[CH2:11][NH:12][C:13]2[CH:21]=[CH:20][CH:19]=[C:18]3[C:14]=2[CH:15]=[N:16][NH:17]3)[CH:7]=1.[F:31][C:32]1[CH:37]=[C:36](B(O)O)[CH:35]=[CH:34][N:33]=1. (2) The reactants are: [CH:1]1([N:4]2[C:8]3[C:9]([O:22][C@@H:23]([C@H:25]4[CH2:29][NH:28][C:27](=[O:30])[CH2:26]4)[CH3:24])=[CH:10][C:11](B4OC(C)(C)C(C)(C)O4)=[CH:12][C:7]=3[N:6]=[CH:5]2)[CH2:3][CH2:2]1.I[C:32]1[CH:36]=[CH:35][N:34]([CH3:37])[N:33]=1.C([O-])([O-])=O.[Na+].[Na+].N#N. Given the product [CH:1]1([N:4]2[C:8]3[C:9]([O:22][C@@H:23]([C@H:25]4[CH2:29][NH:28][C:27](=[O:30])[CH2:26]4)[CH3:24])=[CH:10][C:11]([C:32]4[CH:36]=[CH:35][N:34]([CH3:37])[N:33]=4)=[CH:12][C:7]=3[N:6]=[CH:5]2)[CH2:3][CH2:2]1, predict the reactants needed to synthesize it. (3) Given the product [CH:32]1[C:33]2[CH:34]([CH2:36][O:37][C:38](=[O:39])[NH:40][C@H:41]([C:42](=[O:43])[NH:1][C:2]3[CH:3]=[CH:4][C:5]([CH2:6][N:7]([CH:15]4[CH2:20][CH2:19][CH2:18][CH2:17][CH2:16]4)[C:8]([C:10]4[O:11][CH:12]=[CH:13][CH:14]=4)=[O:9])=[CH:21][CH:22]=3)[CH2:45][CH2:46][CH2:47][CH3:48])[C:35]3[C:27](=[CH:26][CH:25]=[CH:24][CH:23]=3)[C:28]=2[CH:29]=[CH:30][CH:31]=1, predict the reactants needed to synthesize it. The reactants are: [NH2:1][C:2]1[CH:22]=[CH:21][C:5]([CH2:6][N:7]([CH:15]2[CH2:20][CH2:19][CH2:18][CH2:17][CH2:16]2)[C:8]([C:10]2[O:11][CH:12]=[CH:13][CH:14]=2)=[O:9])=[CH:4][CH:3]=1.[CH:23]1[C:35]2[CH:34]([CH2:36][O:37][C:38]([NH:40][C@@H:41]([CH2:45][CH2:46][CH2:47][CH3:48])[C:42](O)=[O:43])=[O:39])[C:33]3[C:28](=[CH:29][CH:30]=[CH:31][CH:32]=3)[C:27]=2[CH:26]=[CH:25][CH:24]=1.C1C2C(COC(=O)N[C@H](C(=O)NC3C=CC(C)=CC=3)CCCCNC(OC(C)(C)C)=O)C3C(=CC=CC=3)C=2C=CC=1. (4) Given the product [Cl:16][C:17]1[CH:22]=[CH:21][C:20]([S:23][C:2]2[CH:9]=[CH:8][C:5]([C:6]#[N:7])=[CH:4][CH:3]=2)=[CH:19][C:18]=1[O:24][CH3:25], predict the reactants needed to synthesize it. The reactants are: F[C:2]1[CH:9]=[CH:8][C:5]([C:6]#[N:7])=[CH:4][CH:3]=1.C(=O)([O-])[O-].[Cs+].[Cs+].[Cl:16][C:17]1[CH:22]=[CH:21][C:20]([SH:23])=[CH:19][C:18]=1[O:24][CH3:25].Cl.